Dataset: Catalyst prediction with 721,799 reactions and 888 catalyst types from USPTO. Task: Predict which catalyst facilitates the given reaction. (1) Reactant: [CH2:1]([CH:3]1[CH2:7][CH2:6][CH:5]([C:8](OC)=[O:9])[CH2:4]1)[CH3:2].[H-].[H-].[H-].[H-].[Li+].[Al+3]. Product: [CH2:1]([CH:3]1[CH2:7][CH2:6][CH:5]([CH2:8][OH:9])[CH2:4]1)[CH3:2]. The catalyst class is: 1. (2) Reactant: Br.[CH3:2][C@@H:3]1[CH2:7][CH2:6][CH2:5][NH:4]1.Br[CH2:9][CH2:10][CH2:11][OH:12].[N+:13]([C:16]1[CH:21]=[CH:20][C:19](O)=[CH:18][CH:17]=1)([O-])=O.CO.O.[C:26]1([CH3:36])[CH:31]=[CH:30][C:29]([S:32]([OH:35])(=[O:34])=[O:33])=[CH:28][CH:27]=1. Product: [S:32]([C:29]1[CH:30]=[CH:31][C:26]([CH3:36])=[CH:27][CH:28]=1)([OH:35])(=[O:34])=[O:33].[CH3:2][C@@H:3]1[CH2:7][CH2:6][CH2:5][N:4]1[CH2:9][CH2:10][CH2:11][O:12][C:19]1[CH:20]=[CH:21][C:16]([NH2:13])=[CH:17][CH:18]=1. The catalyst class is: 13. (3) Product: [Br:1][C:2]1[CH:7]=[CH:6][C:5]([C@@H:8]([N:10]2[CH2:15][CH2:14][C@:13]([CH2:22][CH2:23][N:37]3[CH2:38][CH2:39][CH2:40][S:36]3(=[O:42])=[O:41])([C:16]3[CH:21]=[CH:20][CH:19]=[CH:18][CH:17]=3)[O:12][C:11]2=[O:29])[CH3:9])=[CH:4][CH:3]=1. The catalyst class is: 10. Reactant: [Br:1][C:2]1[CH:7]=[CH:6][C:5]([C@@H:8]([N:10]2[CH2:15][CH2:14][C@@:13]([CH2:22][CH2:23]CS([O-])(=O)=O)([C:16]3[CH:21]=[CH:20][CH:19]=[CH:18][CH:17]=3)[O:12][C:11]2=[O:29])[CH3:9])=[CH:4][CH:3]=1.C([O-])([O-])=O.[K+].[K+].[S:36]1(=[O:42])(=[O:41])[CH2:40][CH2:39][CH2:38][NH:37]1. (4) Reactant: [C:1]([CH:3]1[CH2:8][CH2:7][CH2:6][CH2:5][CH2:4]1)#[CH:2].[N+:9]([CH2:12][C:13]([O:15][CH2:16][CH3:17])=[O:14])([O-])=[O:10].C1N2CCN(CC2)C1. Product: [CH:3]1([C:1]2[O:10][N:9]=[C:12]([C:13]([O:15][CH2:16][CH3:17])=[O:14])[CH:2]=2)[CH2:8][CH2:7][CH2:6][CH2:5][CH2:4]1. The catalyst class is: 8. (5) Reactant: C([O:4][C@@H:5]1[C@H:9]([O:10]C(=O)C)[C@@H:8]([CH2:14][O:15]C(=O)C)[O:7][C@H:6]1[N:19]1[CH:27]=[N:26][C:25]2[C:20]1=[N:21][C:22]([C:43]([O:45][CH2:46][CH3:47])=[O:44])=[N:23][C:24]=2[NH:28][CH2:29][CH:30]([C:37]1[CH:42]=[CH:41][CH:40]=[CH:39][CH:38]=1)[C:31]1[CH:36]=[CH:35][CH:34]=[CH:33][CH:32]=1)(=O)C.[O-]CC.[Na+].C(O)(=O)C. Product: [OH:4][C@@H:5]1[C@H:9]([OH:10])[C@@H:8]([CH2:14][OH:15])[O:7][C@H:6]1[N:19]1[CH:27]=[N:26][C:25]2[C:20]1=[N:21][C:22]([C:43]([O:45][CH2:46][CH3:47])=[O:44])=[N:23][C:24]=2[NH:28][CH2:29][CH:30]([C:31]1[CH:36]=[CH:35][CH:34]=[CH:33][CH:32]=1)[C:37]1[CH:42]=[CH:41][CH:40]=[CH:39][CH:38]=1. The catalyst class is: 8. (6) Reactant: [BH4-].[Na+].[CH3:3][O:4][C:5]1[CH:6]=[C:7]2[C:12](=[C:13]([O:15][CH3:16])[CH:14]=1)[C:11]([C:17]1[CH:22]=[CH:21][CH:20]=[CH:19][CH:18]=1)=[N:10][CH2:9][CH2:8]2. Product: [CH3:3][O:4][C:5]1[CH:6]=[C:7]2[C:12](=[C:13]([O:15][CH3:16])[CH:14]=1)[CH:11]([C:17]1[CH:22]=[CH:21][CH:20]=[CH:19][CH:18]=1)[NH:10][CH2:9][CH2:8]2. The catalyst class is: 14. (7) Reactant: [NH2:1][C:2]1[S:3][C:4]2[CH:10]=[C:9]([C:11]([C:13]3[CH:18]=[CH:17][N:16]=[CH:15][CH:14]=3)=[O:12])[CH:8]=[CH:7][C:5]=2[N:6]=1.C([O-])([O-])=O.[K+].[K+].Br[CH2:26][CH:27]1[CH2:32][CH2:31][CH2:30][CH2:29][CH2:28]1. Product: [CH:27]1([CH2:26][NH:1][C:2]2[S:3][C:4]3[CH:10]=[C:9]([C:11]([C:13]4[CH:18]=[CH:17][N:16]=[CH:15][CH:14]=4)=[O:12])[CH:8]=[CH:7][C:5]=3[N:6]=2)[CH2:32][CH2:31][CH2:30][CH2:29][CH2:28]1. The catalyst class is: 3.